From a dataset of Forward reaction prediction with 1.9M reactions from USPTO patents (1976-2016). Predict the product of the given reaction. The product is: [CH3:1][C:2]1[C@@H:19]([O:20][C:21]([C@H:23]([OH:40])[C@@H:24]([NH:31][C:32]([C:34]2[CH:39]=[CH:38][CH:37]=[CH:36][CH:35]=2)=[O:33])[C:25]2[CH:26]=[CH:27][CH:28]=[CH:29][CH:30]=2)=[O:22])[CH2:18][C@:14]2([OH:41])[C:15]([CH3:16])([CH3:17])[C:3]=1[C@@H:4]([O:59][C:60]([CH3:62])=[O:61])[C:5]([C@@:7]1([CH3:58])[C@H:12]([C@@H:13]2[O:42][C:43]([C:45]2[CH:50]=[CH:49][CH:48]=[CH:47][CH:46]=2)=[O:44])[C@:11]2([O:53][C:54]([CH3:56])=[O:55])[CH2:51][O:52][C@@H:10]2[CH2:9][C@@H:8]1[OH:57])=[O:6]. Given the reactants [CH3:1][C:2]1[C@@H:19]([O:20][C:21]([C@H:23]([OH:40])[C@@H:24]([NH:31][C:32]([C:34]2[CH:35]=[CH:36][CH:37]=[CH:38][CH:39]=2)=[O:33])[C:25]2[CH:26]=[CH:27][CH:28]=[CH:29][CH:30]=2)=[O:22])[CH2:18][C@:14]2([OH:41])[C:15]([CH3:17])([CH3:16])[C:3]=1[C@@H:4]([O:59][C:60]([CH3:62])=[O:61])[C:5]([C@@:7]1([CH3:58])[C@H:12]([C@@H:13]2[O:42][C:43]([C:45]2[CH:46]=[CH:47][CH:48]=[CH:49][CH:50]=2)=[O:44])[C@:11]2([O:53][C:54]([CH3:56])=[O:55])[CH2:51][O:52][C@@H:10]2[CH2:9][C@@H:8]1[OH:57])=[O:6].ClCCl, predict the reaction product.